From a dataset of Catalyst prediction with 721,799 reactions and 888 catalyst types from USPTO. Predict which catalyst facilitates the given reaction. (1) Reactant: [H-].[Na+].[Cl:3][C:4]1[C:9]([I:10])=[CH:8][N:7]=[C:6]2[NH:11][CH:12]=[CH:13][C:5]=12.[C:14]1([S:20](Cl)(=[O:22])=[O:21])[CH:19]=[CH:18][CH:17]=[CH:16][CH:15]=1. Product: [C:14]1([S:20]([N:11]2[C:6]3=[N:7][CH:8]=[C:9]([I:10])[C:4]([Cl:3])=[C:5]3[CH:13]=[CH:12]2)(=[O:22])=[O:21])[CH:19]=[CH:18][CH:17]=[CH:16][CH:15]=1. The catalyst class is: 18. (2) Reactant: [Br:1][CH:2]1[C:8](=[O:9])[CH2:7][CH2:6][CH2:5][N:4]([C:10]([O:12][CH2:13][C:14]2[CH:19]=[CH:18][CH:17]=[CH:16][CH:15]=2)=[O:11])[CH2:3]1.[BH4-].[Na+]. The catalyst class is: 5. Product: [Br:1][CH:2]1[CH:8]([OH:9])[CH2:7][CH2:6][CH2:5][N:4]([C:10]([O:12][CH2:13][C:14]2[CH:19]=[CH:18][CH:17]=[CH:16][CH:15]=2)=[O:11])[CH2:3]1. (3) Reactant: [NH:1]1[C:9]2[C:4](=[CH:5][C:6]([NH:10][CH:11]3[CH2:16][CH2:15][C:14](=O)[CH2:13][CH2:12]3)=[CH:7][CH:8]=2)[CH:3]=[N:2]1.[CH:18]1([NH2:24])[CH2:23][CH2:22][CH2:21][CH2:20][CH2:19]1.C(O[BH-](OC(=O)C)OC(=O)C)(=O)C.[Na+].Cl.CO. Product: [CH:18]1([NH:24][CH:14]2[CH2:15][CH2:16][CH:11]([NH:10][C:6]3[CH:5]=[C:4]4[C:9](=[CH:8][CH:7]=3)[NH:1][N:2]=[CH:3]4)[CH2:12][CH2:13]2)[CH2:23][CH2:22][CH2:21][CH2:20][CH2:19]1. The catalyst class is: 5. (4) Reactant: [Cl:1][CH2:2][C:3](Cl)=[O:4].[F:6][C:7]([F:31])([F:30])[C:8]1[N:12]2[N:13]=[C:14]([N:17]3[CH2:22][CH2:21][CH:20]([C:23]4[CH:29]=[CH:28][C:26]([NH2:27])=[CH:25][CH:24]=4)[CH2:19][CH2:18]3)[CH:15]=[CH:16][C:11]2=[N:10][N:9]=1.N1C=CC=CC=1. Product: [Cl:1][CH2:2][C:3]([NH:27][C:26]1[CH:25]=[CH:24][C:23]([CH:20]2[CH2:19][CH2:18][N:17]([C:14]3[CH:15]=[CH:16][C:11]4[N:12]([C:8]([C:7]([F:31])([F:30])[F:6])=[N:9][N:10]=4)[N:13]=3)[CH2:22][CH2:21]2)=[CH:29][CH:28]=1)=[O:4]. The catalyst class is: 2. (5) Reactant: [CH3:1][C:2]1[CH:3]=[CH:4][CH:5]=[C:6]2[C:10]=1[NH:9][N:8]=[C:7]2C=O.C[O:14][C:15]([CH2:17][CH2:18][C:19]([O:21][CH3:22])=[O:20])=[O:16].[CH3:23]C(C)([O-])C.[K+]. Product: [CH3:22][O:21][C:19](=[O:20])[C:18](=[CH:23][C:4]1[CH:5]=[C:6]2[C:10](=[C:2]([CH3:1])[CH:3]=1)[NH:9][N:8]=[CH:7]2)[CH2:17][C:15]([OH:14])=[O:16]. The catalyst class is: 107. (6) Reactant: [CH3:1][O:2][C:3]1[CH:8]=[CH:7][C:6]([C:9]2(O)[C:14]([CH3:16])([CH3:15])[CH2:13][CH2:12][N:11]3[CH:17]=[N:18][CH:19]=[C:10]23)=[CH:5][CH:4]=1.S(=O)(=O)(O)O. Product: [CH3:1][O:2][C:3]1[CH:8]=[CH:7][C:6]([CH:9]2[C:14]([CH3:16])([CH3:15])[CH2:13][CH2:12][N:11]3[CH:17]=[N:18][CH:19]=[C:10]23)=[CH:5][CH:4]=1. The catalyst class is: 29. (7) Product: [CH3:18][NH:17][S:13]([C:6]1[CH:5]=[C:4]([N+:1]([O-:3])=[O:2])[CH:9]=[C:8]([N+:10]([O-:12])=[O:11])[CH:7]=1)(=[O:15])=[O:14]. Reactant: [N+:1]([C:4]1[CH:5]=[C:6]([S:13](Cl)(=[O:15])=[O:14])[CH:7]=[C:8]([N+:10]([O-:12])=[O:11])[CH:9]=1)([O-:3])=[O:2].[N:17]1C=CC=C[CH:18]=1.CN. The catalyst class is: 1.